This data is from Full USPTO retrosynthesis dataset with 1.9M reactions from patents (1976-2016). The task is: Predict the reactants needed to synthesize the given product. (1) Given the product [Na+:38].[Na+:38].[CH2:1]([O:5][CH:6]([C:9]1[C:10]([F:36])=[C:11]([C:15]2[N:16]=[C:17]([C:20]([C:22]3[CH:23]=[C:24]([F:35])[C:25]([CH:29]=[C:30]([CH3:34])[C:31]([O-:33])=[O:32])=[C:26]([F:28])[CH:27]=3)=[O:21])[S:18][CH:19]=2)[CH:12]=[CH:13][CH:14]=1)[CH2:7][CH3:8])[CH2:2][CH2:3][CH3:4].[CH2:1]([O:5][CH:6]([C:9]1[C:10]([F:36])=[C:11]([C:15]2[N:16]=[C:17]([C:20]([C:22]3[CH:23]=[C:24]([F:35])[C:25]([CH:29]=[C:30]([CH3:34])[C:31]([O-:33])=[O:32])=[C:26]([F:28])[CH:27]=3)=[O:21])[S:18][CH:19]=2)[CH:12]=[CH:13][CH:14]=1)[CH2:7][CH3:8])[CH2:2][CH2:3][CH3:4], predict the reactants needed to synthesize it. The reactants are: [CH2:1]([O:5][CH:6]([C:9]1[C:10]([F:36])=[C:11]([C:15]2[N:16]=[C:17]([C:20]([C:22]3[CH:27]=[C:26]([F:28])[C:25]([CH:29]=[C:30]([CH3:34])[C:31]([OH:33])=[O:32])=[C:24]([F:35])[CH:23]=3)=[O:21])[S:18][CH:19]=2)[CH:12]=[CH:13][CH:14]=1)[CH2:7][CH3:8])[CH2:2][CH2:3][CH3:4].[OH-].[Na+:38]. (2) The reactants are: Br[C:2]1[CH:7]=[CH:6][C:5]([S:8]([NH:11][CH:12]2[CH2:14][CH2:13]2)(=[O:10])=[O:9])=[C:4]([F:15])[CH:3]=1.[C:16]([C:18]1[N:22]([CH3:23])[C:21](B(O)O)=[CH:20][CH:19]=1)#[N:17].[F-].[K+].C(P(C(C)(C)C)C(C)(C)C)(C)(C)C. Given the product [C:16]([C:18]1[N:22]([CH3:23])[C:21]([C:2]2[CH:7]=[CH:6][C:5]([S:8]([NH:11][CH:12]3[CH2:14][CH2:13]3)(=[O:10])=[O:9])=[C:4]([F:15])[CH:3]=2)=[CH:20][CH:19]=1)#[N:17], predict the reactants needed to synthesize it. (3) Given the product [NH:1]1[C:5]2[CH:6]=[CH:7][CH:8]=[CH:9][C:4]=2[N:3]=[C:2]1[CH2:10][N:11]([CH2:12][C:13]1[CH:14]=[CH:15][C:16]([CH2:19][N:20]([CH2:42][CH:41]=[CH2:40])[CH2:33][CH:31]=[CH2:32])=[CH:17][CH:18]=1)[CH:21]1[C:30]2[N:29]=[CH:28][CH:27]=[CH:26][C:25]=2[CH2:24][CH2:23][CH2:22]1, predict the reactants needed to synthesize it. The reactants are: [NH:1]1[C:5]2[CH:6]=[CH:7][CH:8]=[CH:9][C:4]=2[N:3]=[C:2]1[CH2:10][N:11]([CH:21]1[C:30]2[N:29]=[CH:28][CH:27]=[CH:26][C:25]=2[CH2:24][CH2:23][CH2:22]1)[CH2:12][C:13]1[CH:18]=[CH:17][C:16]([CH2:19][NH2:20])=[CH:15][CH:14]=1.[CH:31](N(CC)C(C)C)([CH3:33])[CH3:32].[CH2:40](Br)[CH:41]=[CH2:42]. (4) Given the product [O:28]=[S:2]1(=[O:1])[C:7]2[CH:8]=[CH:9][CH:10]=[CH:11][C:6]=2[NH:5][C:4]([C:12]2[C:17](=[O:18])[N:16]([NH:19][CH:20]3[CH2:21][CH2:23][CH2:13][C@@H:12]([CH3:17])[CH2:4]3)[C:15]3[CH:24]=[CH:25][S:26][C:14]=3[C:13]=2[OH:27])=[N:3]1, predict the reactants needed to synthesize it. The reactants are: [O:1]=[S:2]1(=[O:28])[C:7]2[CH:8]=[CH:9][CH:10]=[CH:11][C:6]=2[NH:5][C:4]([C:12]2[C:17](=[O:18])[N:16]([N:19]=[CH:20][CH:21]([CH3:23])C)[C:15]3[CH:24]=[CH:25][S:26][C:14]=3[C:13]=2[OH:27])=[N:3]1.CO.[BH4-].[Li+].Cl. (5) Given the product [C:24]([O:23][C:21]([N:20]([C:28]([O:30][C:31]([CH3:34])([CH3:33])[CH3:32])=[O:29])[C:16]1[CH:15]=[C:14]([CH2:13][C@H:10]2[C:11](=[O:12])[NH:8][C@@H:9]2[C:35]([O:37][CH2:38][C:39]2[CH:40]=[CH:41][CH:42]=[CH:43][CH:44]=2)=[O:36])[CH:19]=[CH:18][N:17]=1)=[O:22])([CH3:26])([CH3:27])[CH3:25], predict the reactants needed to synthesize it. The reactants are: [Si]([N:8]1[C:11](=[O:12])[C@H:10]([CH2:13][C:14]2[CH:19]=[CH:18][N:17]=[C:16]([N:20]([C:28]([O:30][C:31]([CH3:34])([CH3:33])[CH3:32])=[O:29])[C:21]([O:23][C:24]([CH3:27])([CH3:26])[CH3:25])=[O:22])[CH:15]=2)[C@H:9]1[C:35]([O:37][CH2:38][C:39]1[CH:44]=[CH:43][CH:42]=[CH:41][CH:40]=1)=[O:36])(C(C)(C)C)(C)C.[F-].[NH4+].C(O)(=O)C. (6) Given the product [F:1][C:2]1[CH:25]=[CH:24][CH:23]=[CH:22][C:3]=1[CH2:4][C:5]1[CH:6]=[C:7]([CH:10]=[CH:11][C:12]=1[O:13][CH2:14][C:15]1[CH:20]=[CH:19][CH:18]=[CH:17][C:16]=1[F:21])[CH2:8][NH:27][C@H:28]([CH3:29])[C:30]([NH2:32])=[O:31], predict the reactants needed to synthesize it. The reactants are: [F:1][C:2]1[CH:25]=[CH:24][CH:23]=[CH:22][C:3]=1[CH2:4][C:5]1[CH:6]=[C:7]([CH:10]=[CH:11][C:12]=1[O:13][CH2:14][C:15]1[CH:20]=[CH:19][CH:18]=[CH:17][C:16]=1[F:21])[CH:8]=O.Cl.[NH2:27][C@@H:28]([C:30]([NH2:32])=[O:31])[CH3:29]. (7) Given the product [N:11]1([C@H:14]2[CH:19]3[CH2:18][CH2:17][N:16]([CH2:21][CH2:20]3)[CH2:15]2)[CH2:10][CH2:9][NH:8][CH2:13][CH2:12]1, predict the reactants needed to synthesize it. The reactants are: C([N:8]1[CH2:13][CH2:12][N:11]([C@H:14]2[CH:19]3[CH2:20][CH2:21][N:16]([CH2:17][CH2:18]3)[CH2:15]2)[CH2:10][CH2:9]1)C1C=CC=CC=1. (8) Given the product [C:18]([O:17][C:15]([N:14]1[CH2:13][CH2:12][N:11]2[C:22](=[O:25])[C:23]([CH2:47][CH:46]=[CH2:45])([CH2:38][CH:39]=[CH2:40])[CH2:24][C@H:10]2[C@H:9]1[C:3]1[CH:4]=[C:5]([CH3:8])[CH:6]=[CH:7][C:2]=1[CH3:1])=[O:16])([CH3:21])([CH3:20])[CH3:19], predict the reactants needed to synthesize it. The reactants are: [CH3:1][C:2]1[CH:7]=[CH:6][C:5]([CH3:8])=[CH:4][C:3]=1[C@@H:9]1[N:14]([C:15]([O:17][C:18]([CH3:21])([CH3:20])[CH3:19])=[O:16])[CH2:13][CH2:12][N:11]2[C:22](=[O:25])[CH2:23][CH2:24][C@@H:10]12.[Li+].C[Si]([N-][Si](C)(C)C)(C)C.CN1C(=O)N(C)[CH2:40][CH2:39][CH2:38]1.[CH2:45](Br)[CH:46]=[CH2:47]. (9) Given the product [Br:6][C:7]1[CH:8]=[CH:9][C:10]2[N:11]([N:13]=[C:14]([N:16]([CH2:21][CH3:20])[CH2:17][CH3:18])[N:15]=2)[CH:12]=1, predict the reactants needed to synthesize it. The reactants are: C(NCC)C.[Br:6][C:7]1[CH:8]=[CH:9][C:10]2[N:11]([N:13]=[C:14]([N:16]3[CH2:21][CH2:20]O[CH2:18][CH2:17]3)[N:15]=2)[CH:12]=1. (10) Given the product [CH:28]12[CH2:34][CH:33]1[CH2:32][CH2:31][CH:30]([CH2:35][O:36][C:37]1[C:45]([CH:46]3[CH2:48][CH2:47]3)=[CH:44][C:40]([C:41]([NH:61][S:58]([CH:55]3[CH2:57][CH2:56]3)(=[O:60])=[O:59])=[O:42])=[C:39]([F:49])[CH:38]=1)[CH2:29]2, predict the reactants needed to synthesize it. The reactants are: C(C1(COC2C(C3CC3)=CC(C(O)=O)=C(F)C=2)C2CC3CC(CC1C3)C2)#N.[CH:28]12[CH2:34][CH:33]1[CH2:32][CH2:31][CH:30]([CH2:35][O:36][C:37]1[C:45]([CH:46]3[CH2:48][CH2:47]3)=[CH:44][C:40]([C:41](O)=[O:42])=[C:39]([F:49])[CH:38]=1)[CH2:29]2.CS(N)(=O)=O.[CH:55]1([S:58]([NH2:61])(=[O:60])=[O:59])[CH2:57][CH2:56]1.